This data is from Full USPTO retrosynthesis dataset with 1.9M reactions from patents (1976-2016). The task is: Predict the reactants needed to synthesize the given product. (1) Given the product [CH2:10]([NH:1][C@H:2]([C:5]([OH:7])=[O:6])[CH2:3][OH:4])[C:11]1[CH:16]=[CH:15][CH:14]=[CH:13][CH:12]=1, predict the reactants needed to synthesize it. The reactants are: [NH2:1][C@H:2]([C:5]([OH:7])=[O:6])[CH2:3][OH:4].[OH-].[Na+].[CH:10](=O)[C:11]1[CH:16]=[CH:15][CH:14]=[CH:13][CH:12]=1.[BH4-].[Na+]. (2) Given the product [F:9][C:10]1[C:11]([O:20][C:21]2[C:30]3[C:25](=[CH:26][CH:27]=[CH:28][CH:29]=3)[CH:24]=[CH:23][CH:22]=2)=[C:12]([NH2:17])[CH:13]=[CH:14][C:15]=1[CH3:16], predict the reactants needed to synthesize it. The reactants are: S(S([O-])=O)([O-])=O.[Na+].[Na+].[F:9][C:10]1[C:15]([CH3:16])=[CH:14][CH:13]=[C:12]([N+:17]([O-])=O)[C:11]=1[O:20][C:21]1[C:30]2[C:25](=[CH:26][CH:27]=[CH:28][CH:29]=2)[CH:24]=[CH:23][CH:22]=1. (3) Given the product [ClH:21].[CH3:14][C@H:12]1[CH2:13][NH:8][CH2:9][C@@H:10]([CH3:20])[N:11]1[OH:29], predict the reactants needed to synthesize it. The reactants are: C(OC([N:8]1[CH2:13][C@H:12]([CH3:14])[N:11](CCC(=O)C)[C@H:10]([CH3:20])[CH2:9]1)=O)(C)(C)C.[Cl:21]C1C=CC=C(C(OO)=[O:29])C=1. (4) Given the product [N:1]1([S:11]([C:14]2[CH:22]=[CH:21][C:17]([C:18]([NH:28][C:27]3[CH:29]=[CH:30][CH:31]=[C:25]([O:24][CH3:23])[CH:26]=3)=[O:20])=[CH:16][CH:15]=2)(=[O:13])=[O:12])[C:10]2[C:5](=[CH:6][CH:7]=[CH:8][CH:9]=2)[CH2:4][CH2:3][CH2:2]1, predict the reactants needed to synthesize it. The reactants are: [N:1]1([S:11]([C:14]2[CH:22]=[CH:21][C:17]([C:18]([OH:20])=O)=[CH:16][CH:15]=2)(=[O:13])=[O:12])[C:10]2[C:5](=[CH:6][CH:7]=[CH:8][CH:9]=2)[CH2:4][CH2:3][CH2:2]1.[CH3:23][O:24][C:25]1[CH:26]=[C:27]([CH:29]=[CH:30][CH:31]=1)[NH2:28].